Task: Binary Classification. Given a miRNA mature sequence and a target amino acid sequence, predict their likelihood of interaction.. Dataset: Experimentally validated miRNA-target interactions with 360,000+ pairs, plus equal number of negative samples (1) Result: 0 (no interaction). The miRNA is hsa-miR-619-3p with sequence GACCUGGACAUGUUUGUGCCCAGU. The protein sequence of the target gene is MPCCSHRSCREDPGTSESREMDPVAFEDVAVNFTQEEWTLLDISQKNLFREVMLETFRNLTSIGKKWSDQNIEYEYQNPRRSFRSLIEEKVNEIKEDSHCGETFTQVPDDRLNFQEKKASPEVKSCDSFVCAEVGIGNSSFNMSIRGDTGHKAYEYQEYGPKPYKCQQPKNKKAFRYRPSIRTQERDHTGEKPYACKVCGKTFIFHSSIRRHMVMHSGDGTYKCKFCGKAFHSFSLYLIHERTHTGEKPYECKQCGKSFTYSATLQIHERTHTGEKPYECSKCDKAFHSSSSYHRHERSH.... (2) The miRNA is hsa-miR-1293 with sequence UGGGUGGUCUGGAGAUUUGUGC. The protein sequence of the target gene is MVNESLNQEESNDRPAPESEFQMDTSYSTQPSGSIHPSVSGHPSVSGHPSVSGHPSVSIHPSVSIDPSVSVRPSSSALPSTLAQPSGLTHHSSLVREDSVIKVSKRRWVVVLVFSCYSLCNAFQWIQYGSINNIFMNFYGVSAFAIDWLSMCYMLTYIPLLLPVAWMLEKFGLRTIAITGSALNCLGAWVKLGSLEPHLFPVTMVGQVICSVAQVFILGMPSRIASVWFGADEVSTACSVAVFGNQLGIAIGFLVPPVLVPNIKDPEKLAYHISIMFYIIGGVATFLFILVIIVFKEKPK.... Result: 0 (no interaction). (3) The miRNA is mmu-miR-615-5p with sequence GGGGGUCCCCGGUGCUCGGAUC. The protein sequence of the target gene is MDLHRAAFKMENSSYLPNPLASPALMVLASTAEASRDASIPCQQPRPFGVPVSVDKDVHIPFTNGSYTFASMYHRQGGVPGTFANRDFPPSLLHLHPQFAPPNLDCTPISMLNHSGVGAFRPFASTEDRESYQSAFTPAKRLKNCHDTESPHLRFSDADGKEYDFGTQLPSSSPGSLKVDDTGKKIFAVSGLISDRETSSSPEDRNDRCKKKAVALFDSQAPLCPICQVLLRPSELQEHMEQELEQLAQLPASKNSLLKDAMAPGTPKSLLLSASIKREGDSPTASPHSSATEDLHHSDR.... Result: 0 (no interaction). (4) Result: 1 (interaction). The protein sequence of the target gene is MVSPVTVVKSEGPKLVPFFKATCVYFVLWLPSSSPSWVSTLIKCLPIFCLWLFLLAHGLGFLLAHPSATRIFVGLVFSAVGDAFLIWQDQGYFVHGLLMFAVTHMFYASAFGMQPLALRTGLVMAALSGLCYALLYPCLSGAFTYLVGVYVALIGFMGWRAMAGLRLAGADWRWTELAAGSGALFFIISDLTIALNKFCFPVPYSRALIMSTYYVAQMLVALSAVESREPVEHYRLTKAN. The miRNA is hsa-miR-6773-5p with sequence UUGGGCCCAGGAGUAAACAGGAU.